Dataset: NCI-60 drug combinations with 297,098 pairs across 59 cell lines. Task: Regression. Given two drug SMILES strings and cell line genomic features, predict the synergy score measuring deviation from expected non-interaction effect. (1) Drug 1: C(=O)(N)NO. Drug 2: CCC1(C2=C(COC1=O)C(=O)N3CC4=CC5=C(C=CC(=C5CN(C)C)O)N=C4C3=C2)O.Cl. Cell line: M14. Synergy scores: CSS=39.5, Synergy_ZIP=0.0989, Synergy_Bliss=3.34, Synergy_Loewe=-44.1, Synergy_HSA=4.14. (2) Drug 1: CC1C(C(CC(O1)OC2CC(CC3=C2C(=C4C(=C3O)C(=O)C5=C(C4=O)C(=CC=C5)OC)O)(C(=O)CO)O)N)O.Cl. Drug 2: CCC1(C2=C(COC1=O)C(=O)N3CC4=CC5=C(C=CC(=C5CN(C)C)O)N=C4C3=C2)O.Cl. Cell line: OVCAR-4. Synergy scores: CSS=4.66, Synergy_ZIP=-2.47, Synergy_Bliss=-1.95, Synergy_Loewe=-6.37, Synergy_HSA=-1.96. (3) Drug 1: CC(C)NC(=O)C1=CC=C(C=C1)CNNC.Cl. Drug 2: N.N.Cl[Pt+2]Cl. Cell line: SK-MEL-2. Synergy scores: CSS=64.7, Synergy_ZIP=3.16, Synergy_Bliss=-1.41, Synergy_Loewe=-6.06, Synergy_HSA=3.75.